This data is from Full USPTO retrosynthesis dataset with 1.9M reactions from patents (1976-2016). The task is: Predict the reactants needed to synthesize the given product. (1) Given the product [CH:40]1([CH2:39][N:7]2[CH2:6][C@@H:5]([CH:4]([C:29]([CH3:33])([CH3:34])[CH:30]([CH3:31])[CH3:32])[O:3][SiH:2]([CH3:1])[CH3:35])[N:10]3[C:11]4[CH:12]=[CH:13][C:14]([O:18][CH:19]5[CH2:24][CH2:23][N:22]([CH:25]([CH3:26])[CH3:27])[CH2:21][CH2:20]5)=[CH:15][C:16]=4[CH:17]=[C:9]3[C:8]2=[O:28])[CH2:42][CH2:41]1, predict the reactants needed to synthesize it. The reactants are: [CH3:1][SiH:2]([CH3:35])[O:3][CH:4]([C:29]([CH3:34])([CH3:33])[CH:30]([CH3:32])[CH3:31])[C@H:5]1[N:10]2[C:11]3[CH:12]=[CH:13][C:14]([O:18][CH:19]4[CH2:24][CH2:23][N:22]([CH:25]([CH3:27])[CH3:26])[CH2:21][CH2:20]4)=[CH:15][C:16]=3[CH:17]=[C:9]2[C:8](=[O:28])[NH:7][CH2:6]1.[H-].[Na+].Br[CH2:39][CH:40]1[CH2:42][CH2:41]1. (2) Given the product [Cl:31][C:30]1[CH:3]=[CH:2][C:7]([N:6]2[C:5](=[O:26])[C:8]3[C:9](=[N:10][CH:11]=[CH:12][N:13]=3)[C:17]2=[O:19])=[N:21][CH:20]=1, predict the reactants needed to synthesize it. The reactants are: Cl[C:2]1[CH:3]=C[C:5]([C:8]2[C:9]([C:17]([OH:19])=O)=[N:10][CH:11]=[C:12](C(=O)N)[N:13]=2)=[N:6][CH:7]=1.[CH3:20][N:21](C)C=O.S(Cl)(Cl)=[O:26].Cl[CH2:30][Cl:31]. (3) Given the product [Cl:6][C:7]1[CH:8]=[C:9]2[C:5](=[CH:14][CH:15]=1)[NH:4][CH:3]=[C:10]2[CH2:11][N:12]([CH3:16])[CH3:13], predict the reactants needed to synthesize it. The reactants are: C=O.[CH3:3][NH:4][CH3:5].[Cl:6][C:7]1[CH:8]=[C:9]2[C:13](=[CH:14][CH:15]=1)[NH:12][CH:11]=[CH:10]2.[C:16]([O-])(O)=O.[Na+].[OH-].[Na+]. (4) Given the product [CH3:18][C:19]1[CH:27]=[CH:26][C:22]([C:23]([O:11][CH:9]([CH:5]([CH2:1][CH2:2][CH2:3][CH3:4])[CH:6]([O:8][C:32](=[O:28])[C:31]2[CH:13]=[CH:14][C:15]([CH3:16])=[CH:29][CH:30]=2)[CH3:7])[CH3:10])=[O:24])=[CH:21][CH:20]=1, predict the reactants needed to synthesize it. The reactants are: [CH2:1]([CH:5]([CH:9]([OH:11])[CH3:10])[CH:6]([OH:8])[CH3:7])[CH2:2][CH2:3][CH3:4].N1C=[CH:16][CH:15]=[CH:14][CH:13]=1.[CH3:18][C:19]1[CH:27]=[CH:26][C:22]([C:23](Cl)=[O:24])=[CH:21][CH:20]=1.[O:28]1[CH2:32][CH2:31][CH2:30][CH2:29]1. (5) Given the product [CH3:1][C:2]1[CH:7]=[CH:6][C:5]([C:8]2[CH:9]=[C:10]([C:11]([F:14])([F:13])[F:12])[N:19]3[N:20]=[CH:21][C:22]([C:23]#[N:24])=[C:18]3[N:17]=2)=[CH:4][CH:3]=1, predict the reactants needed to synthesize it. The reactants are: [CH3:1][C:2]1[CH:7]=[CH:6][C:5]([C:8](=O)[CH2:9][C:10](=O)[C:11]([F:14])([F:13])[F:12])=[CH:4][CH:3]=1.[NH2:17][C:18]1[C:22]([C:23]#[N:24])=[CH:21][NH:20][N:19]=1. (6) Given the product [CH:1]12[CH2:7][CH:4]([CH:5]=[CH:6]1)[CH2:3][CH:2]2[CH2:8][CH2:9][CH2:10][CH2:11][CH2:12][CH2:13][N:14]=[CH:15][C:17]1[CH:26]=[CH:25][C:24]([OH:27])=[C:23]2[C:18]=1[CH:19]=[CH:20][CH:21]=[N:22]2, predict the reactants needed to synthesize it. The reactants are: [CH:1]12[CH2:7][CH:4]([CH:5]=[CH:6]1)[CH2:3][CH:2]2[CH2:8][CH2:9][CH2:10][CH2:11][CH2:12][CH2:13][NH2:14].[CH:15]([C:17]1[CH:26]=[CH:25][C:24]([OH:27])=[C:23]2[C:18]=1[CH:19]=[CH:20][CH:21]=[N:22]2)=O.